Dataset: Forward reaction prediction with 1.9M reactions from USPTO patents (1976-2016). Task: Predict the product of the given reaction. (1) The product is: [F:38][C:32]1[CH:33]=[CH:34][CH:35]=[C:36]([F:37])[C:31]=1[C:11]1[NH:10][C:18]2[C:13]([CH:12]=1)=[CH:14][C:15]([C:19]1[N:20]=[C:21]([C:25]3[CH:30]=[CH:29][N:28]=[N:27][CH:26]=3)[S:22][C:23]=1[CH3:24])=[CH:16][CH:17]=2. Given the reactants C1(S([N:10]2[C:18]3[C:13](=[CH:14][C:15]([C:19]4[N:20]=[C:21]([C:25]5[CH:30]=[CH:29][N:28]=[N:27][CH:26]=5)[S:22][C:23]=4[CH3:24])=[CH:16][CH:17]=3)[CH:12]=[C:11]2[C:31]2[C:36]([F:37])=[CH:35][CH:34]=[CH:33][C:32]=2[F:38])(=O)=O)C=CC=CC=1.C([O-])([O-])=O.[Cs+].[Cs+], predict the reaction product. (2) Given the reactants [CH2:1]([CH:3]([CH2:20][CH3:21])[C:4]([NH:6][C:7]1[CH:12]=[CH:11][C:10]([N:13]2[CH2:18][CH2:17][NH:16][CH2:15][CH2:14]2)=[C:9]([F:19])[CH:8]=1)=[O:5])[CH3:2].[C:22]([O:26][C:27](N1CCN(C2C=CC(N)=CC=2F)CC1)=[O:28])([CH3:25])([CH3:24])[CH3:23].CCN(CC)CC, predict the reaction product. The product is: [C:22]([O:26][C:27]([N:16]1[CH2:15][CH2:14][N:13]([C:10]2[CH:11]=[CH:12][C:7]([NH:6][C:4](=[O:5])[CH:3]([CH2:1][CH3:2])[CH2:20][CH3:21])=[CH:8][C:9]=2[F:19])[CH2:18][CH2:17]1)=[O:28])([CH3:25])([CH3:24])[CH3:23]. (3) Given the reactants [CH3:1][O:2][C:3](=[O:15])[CH:4]([NH2:14])[CH2:5][O:6][C:7]1[CH:12]=[CH:11][C:10]([Br:13])=[CH:9][CH:8]=1.[CH3:16][C:17]([O:20][C:21](O[C:21]([O:20][C:17]([CH3:19])([CH3:18])[CH3:16])=[O:22])=[O:22])([CH3:19])[CH3:18].CCN(CC)CC, predict the reaction product. The product is: [CH3:1][O:2][C:3](=[O:15])[CH:4]([NH:14][C:21]([O:20][C:17]([CH3:19])([CH3:18])[CH3:16])=[O:22])[CH2:5][O:6][C:7]1[CH:12]=[CH:11][C:10]([Br:13])=[CH:9][CH:8]=1. (4) Given the reactants [OH-].[K+].C(N(CC)CC)C.[SH:10][C:11]1[N:18]=[C:17]([C:19]2[S:20][CH:21]=[CH:22][CH:23]=2)[CH:16]=[C:15]([C:24]([F:27])([F:26])[F:25])[C:12]=1[C:13]#[N:14].Br[CH:29]([C:33]1[CH:38]=[CH:37][CH:36]=[CH:35][CH:34]=1)[C:30]([OH:32])=[O:31], predict the reaction product. The product is: [C:13]([C:12]1[C:11]([S:10][CH:29]([C:33]2[CH:38]=[CH:37][CH:36]=[CH:35][CH:34]=2)[C:30]([OH:32])=[O:31])=[N:18][C:17]([C:19]2[S:20][CH:21]=[CH:22][CH:23]=2)=[CH:16][C:15]=1[C:24]([F:25])([F:27])[F:26])#[N:14]. (5) Given the reactants [CH3:1][O:2][C:3](=[O:8])[C:4]([OH:7])([CH3:6])[CH3:5].[H-].[Na+].[CH3:11][O:12][C:13]1[CH:20]=[CH:19][C:16]([CH2:17]Cl)=[CH:15][CH:14]=1, predict the reaction product. The product is: [CH3:11][O:12][C:13]1[CH:20]=[CH:19][C:16]([CH2:17][O:7][C:4]([CH3:6])([CH3:5])[C:3]([O:2][CH3:1])=[O:8])=[CH:15][CH:14]=1. (6) Given the reactants [Br:1][C:2]1[CH:10]=[CH:9][C:8]([C:11]([O:13][CH3:14])=[O:12])=[C:7]2[C:3]=1[CH:4]=[CH:5][N:6]2[CH2:15][O:16][CH2:17][CH2:18][Si:19]([CH3:22])([CH3:21])[CH3:20].C([N-]C(C)C)(C)C.[Li+].[I:31]I.[O-]S([O-])(=S)=O.[Na+].[Na+], predict the reaction product. The product is: [Br:1][C:2]1[CH:10]=[CH:9][C:8]([C:11]([O:13][CH3:14])=[O:12])=[C:7]2[C:3]=1[CH:4]=[C:5]([I:31])[N:6]2[CH2:15][O:16][CH2:17][CH2:18][Si:19]([CH3:21])([CH3:20])[CH3:22].